This data is from Full USPTO retrosynthesis dataset with 1.9M reactions from patents (1976-2016). The task is: Predict the reactants needed to synthesize the given product. (1) Given the product [CH3:1][CH:2]1[CH2:3][CH2:4][N:5]([C:8]([C:10]2[CH:18]=[CH:17][C:16]3[N:15]([CH2:19][C:20]4[N:21]=[C:22]([CH3:25])[S:23][CH:24]=4)[C:14]4[CH2:26][CH2:27][NH:28][CH2:29][C:13]=4[C:12]=3[CH:11]=2)=[O:9])[CH2:6][CH2:7]1.[ClH:37], predict the reactants needed to synthesize it. The reactants are: [CH3:1][CH:2]1[CH2:7][CH2:6][N:5]([C:8]([C:10]2[CH:18]=[CH:17][C:16]3[N:15]([CH2:19][C:20]4[N:21]=[C:22]([CH3:25])[S:23][CH:24]=4)[C:14]4[CH2:26][CH2:27][N:28](C(OC(C)(C)C)=O)[CH2:29][C:13]=4[C:12]=3[CH:11]=2)=[O:9])[CH2:4][CH2:3]1.[ClH:37]. (2) Given the product [Cl:51][C:52]1[CH:57]=[CH:56][C:55]([CH:58]([NH:65][C:48]([C:33]2([NH:32][C:30](=[O:31])[O:29][C:25]([CH3:28])([CH3:27])[CH3:26])[CH2:34][CH2:35][N:36]([C:39]3[C:40]4[CH:47]=[CH:46][NH:45][C:41]=4[N:42]=[CH:43][N:44]=3)[CH2:37][CH2:38]2)=[O:50])[CH2:59][N:60]2[CH:64]=[CH:63][CH:62]=[N:61]2)=[CH:54][CH:53]=1, predict the reactants needed to synthesize it. The reactants are: CN(C(ON1N=NC2C=CC=NC1=2)=[N+](C)C)C.F[P-](F)(F)(F)(F)F.[C:25]([O:29][C:30]([NH:32][C:33]1([C:48]([OH:50])=O)[CH2:38][CH2:37][N:36]([C:39]2[C:40]3[CH:47]=[CH:46][NH:45][C:41]=3[N:42]=[CH:43][N:44]=2)[CH2:35][CH2:34]1)=[O:31])([CH3:28])([CH3:27])[CH3:26].[Cl:51][C:52]1[CH:57]=[CH:56][C:55]([CH:58]([NH2:65])[CH2:59][N:60]2[CH:64]=[CH:63][CH:62]=[N:61]2)=[CH:54][CH:53]=1.C(N(CC)C(C)C)(C)C.